From a dataset of Full USPTO retrosynthesis dataset with 1.9M reactions from patents (1976-2016). Predict the reactants needed to synthesize the given product. (1) Given the product [NH2:3][C:4]1[S:5][CH:6]=[C:7]([C:9](=[N:13][O:14][C:15](=[O:17])[CH3:16])[C:10]([OH:12])=[O:11])[N:8]=1, predict the reactants needed to synthesize it. The reactants are: O.O.[NH2:3][C:4]1[S:5][CH:6]=[C:7]([C:9](=[N:13][O:14][C:15](=[O:17])[CH3:16])[C:10]([OH:12])=[O:11])[N:8]=1. (2) Given the product [Br:1][C:2]1[C:3]([O:11][C@@H:12]([CH3:22])[CH2:13][NH:14][C:15](=[O:16])[O:17][C:18]([CH3:20])([CH3:19])[CH3:21])=[C:4]([CH2:7][OH:8])[S:5][CH:6]=1, predict the reactants needed to synthesize it. The reactants are: [Br:1][C:2]1[C:3]([O:11][C@@H:12]([CH3:22])[CH2:13][NH:14][C:15]([O:17][C:18]([CH3:21])([CH3:20])[CH3:19])=[O:16])=[C:4]([C:7](OC)=[O:8])[S:5][CH:6]=1.[OH-].[Na+].Cl. (3) Given the product [CH2:34]([CH:26]([CH:27]([CH2:31][CH2:32][CH3:33])[C:28]([NH2:30])=[O:29])[C:25]([NH:24][CH:15]1[CH:14]2[C:13](=[O:39])[CH2:12][CH:11]([C:9](=[O:10])[NH:8][C:41]3[CH:46]=[CH:45][CH:44]=[CH:43][CH:42]=3)[CH2:23][N:21]3[C:22]2=[C:18]([CH:19]=[CH:20]3)[CH2:17][CH2:16]1)=[O:38])[CH:35]([CH3:36])[CH3:37], predict the reactants needed to synthesize it. The reactants are: C([NH:8][C:9]([CH:11]1[CH2:23][N:21]2[C:22]3[CH:14]([CH:15]([NH:24][C:25](=[O:38])[CH:26]([CH2:34][CH:35]([CH3:37])[CH3:36])[CH:27]([CH2:31][CH2:32][CH3:33])[C:28]([NH2:30])=[O:29])[CH2:16][CH2:17][C:18]=3[CH:19]=[CH:20]2)[C:13](=[O:39])[CH2:12]1)=[O:10])C1C=CC=CC=1.N[C:41]1[CH:46]=[CH:45][CH:44]=[CH:43][CH:42]=1. (4) The reactants are: [Cl:1][C:2]1[CH:18]=[CH:17][C:5]2[CH2:6][CH2:7][N:8]([C:11](=[O:16])[C:12]([F:15])([F:14])[F:13])[CH2:9][CH2:10][C:4]=2[C:3]=1OS(C(F)(F)F)(=O)=O.[NH2:27][CH2:28][C:29]1[CH:37]=[CH:36][C:32]2[CH:33]=[CH:34][O:35][C:31]=2[CH:30]=1.C1C=CC(P(C2C(C3C(P(C4C=CC=CC=4)C4C=CC=CC=4)=CC=C4C=3C=CC=C4)=C3C(C=CC=C3)=CC=2)C2C=CC=CC=2)=CC=1.C(=O)([O-])[O-].[Cs+].[Cs+]. Given the product [O:35]1[C:31]2[CH:30]=[C:29]([CH2:28][NH:27][C:3]3[C:4]4[CH2:10][CH2:9][N:8]([C:11](=[O:16])[C:12]([F:15])([F:14])[F:13])[CH2:7][CH2:6][C:5]=4[CH:17]=[CH:18][C:2]=3[Cl:1])[CH:37]=[CH:36][C:32]=2[CH:33]=[CH:34]1, predict the reactants needed to synthesize it. (5) Given the product [C:11]([O:10][C:8]([N:5]1[CH2:6][CH2:7][C:3]([CH2:2][O:1][C:17]2[C:18]([C:23]([O:25][CH2:26][CH3:27])=[O:24])=[N:19][CH:20]=[CH:21][CH:22]=2)([CH3:15])[CH2:4]1)=[O:9])([CH3:14])([CH3:13])[CH3:12], predict the reactants needed to synthesize it. The reactants are: [OH:1][CH2:2][C:3]1([CH3:15])[CH2:7][CH2:6][N:5]([C:8]([O:10][C:11]([CH3:14])([CH3:13])[CH3:12])=[O:9])[CH2:4]1.O[C:17]1[C:18]([C:23]([O:25][CH2:26][CH3:27])=[O:24])=[N:19][CH:20]=[CH:21][CH:22]=1.ClC1C=C(O)C=NC=1. (6) Given the product [F:1][CH2:2][C:3]1([CH2:23][F:24])[CH:4]=[C:5]([C:6]([NH:8][CH2:9][CH2:10][CH3:11])=[O:7])[C:18]2[CH:17]=[C:16]([C:19]([F:20])([F:21])[F:22])[CH:15]=[CH:14][C:13]=2[O:12]1, predict the reactants needed to synthesize it. The reactants are: [F:1][CH2:2][C:3]([CH2:23][F:24])([O:12][C:13]1[CH:18]=[CH:17][C:16]([C:19]([F:22])([F:21])[F:20])=[CH:15][CH:14]=1)[C:4]#[C:5][C:6]([NH:8][CH2:9][CH2:10][CH3:11])=[O:7]. (7) Given the product [C:1]([O:5][C:6](=[O:36])[NH:7][C:8]1([C:12]2[CH:13]=[CH:14][C:15]([C:18]3[C:27](=[O:28])[C:26]4[C:21](=[CH:22][C:23]([O:49][C:50]([F:53])([F:52])[F:51])=[CH:24][CH:25]=4)[O:20][C:19]=3[C:30]3[CH:31]=[CH:32][CH:33]=[CH:34][CH:35]=3)=[CH:16][CH:17]=2)[CH2:9][CH2:10][CH2:11]1)([CH3:4])([CH3:3])[CH3:2], predict the reactants needed to synthesize it. The reactants are: [C:1]([O:5][C:6](=[O:36])[NH:7][C:8]1([C:12]2[CH:17]=[CH:16][C:15]([C:18]3[C:27](=[O:28])[C:26]4[C:21](=[CH:22][CH:23]=[C:24](F)[CH:25]=4)[O:20][C:19]=3[C:30]3[CH:35]=[CH:34][CH:33]=[CH:32][CH:31]=3)=[CH:14][CH:13]=2)[CH2:11][CH2:10][CH2:9]1)([CH3:4])([CH3:3])[CH3:2].IC1C(=O)C2C(=CC([O:49][C:50]([F:53])([F:52])[F:51])=CC=2)OC=1C1C=CC=CC=1.